Dataset: Forward reaction prediction with 1.9M reactions from USPTO patents (1976-2016). Task: Predict the product of the given reaction. (1) The product is: [C:25]1([S:31]([NH:1][CH2:2][C:3]2[N:8]=[C:7]([N:9]([CH2:17][C:18]([O:20][C:21]([CH3:24])([CH3:23])[CH3:22])=[O:19])[C:10]([O:12][C:13]([CH3:16])([CH3:15])[CH3:14])=[O:11])[CH:6]=[CH:5][CH:4]=2)(=[O:33])=[O:32])[CH:30]=[CH:29][CH:28]=[CH:27][CH:26]=1. Given the reactants [NH2:1][CH2:2][C:3]1[N:8]=[C:7]([N:9]([CH2:17][C:18]([O:20][C:21]([CH3:24])([CH3:23])[CH3:22])=[O:19])[C:10]([O:12][C:13]([CH3:16])([CH3:15])[CH3:14])=[O:11])[CH:6]=[CH:5][CH:4]=1.[C:25]1([S:31](Cl)(=[O:33])=[O:32])[CH:30]=[CH:29][CH:28]=[CH:27][CH:26]=1, predict the reaction product. (2) Given the reactants ClC(Cl)(O[C:5](=[O:11])OC(Cl)(Cl)Cl)Cl.[NH2:13][C:14]1[C:15]([F:34])=[C:16]([CH:31]=[CH:32][CH:33]=1)[CH2:17][N:18]1[CH2:23][CH2:22][N:21]([C:24]([O:26][C:27]([CH3:30])([CH3:29])[CH3:28])=[O:25])[CH2:20][CH2:19]1.CCN(C(C)C)C(C)C.[NH2:44][C:45]1[CH:50]=[CH:49][N:48]=[C:47]([CH3:51])[CH:46]=1, predict the reaction product. The product is: [F:34][C:15]1[C:14]([NH:13][C:5]([NH:44][C:45]2[CH:50]=[CH:49][N:48]=[C:47]([CH3:51])[CH:46]=2)=[O:11])=[CH:33][CH:32]=[CH:31][C:16]=1[CH2:17][N:18]1[CH2:19][CH2:20][N:21]([C:24]([O:26][C:27]([CH3:30])([CH3:29])[CH3:28])=[O:25])[CH2:22][CH2:23]1. (3) Given the reactants [Cl:1][C:2]1[CH:9]=[CH:8][C:5]([CH:6]=O)=[CH:4][CH:3]=1.[OH-].[Na+].O.[CH3:13][C:14]([CH3:16])=[O:15], predict the reaction product. The product is: [Cl:1][C:2]1[CH:9]=[CH:8][C:5]([CH:6]=[CH:13][C:14](=[O:15])[CH3:16])=[CH:4][CH:3]=1. (4) Given the reactants C([C@@H]1CNCCN1C(=O)CCC1C=CC=CC=1)C1C=CC=CC=1.C(NCCC1C=CC=CC=1CC1C=CC=CC=1CCC(O)=O)(=O)C.C([N:55]1[CH2:60][CH2:59][N:58]([C:61](=[O:83])[CH2:62][CH2:63][C:64]2[CH:82]=[CH:81][CH:80]=[CH:79][C:65]=2[CH2:66][C:67]2[CH:78]=[CH:77][CH:76]=[CH:75][C:68]=2[CH2:69][CH2:70][NH:71][C:72](=[O:74])[CH3:73])[C@H:57]([CH2:84][C:85]2[CH:90]=[CH:89][C:88]([OH:91])=[CH:87][CH:86]=2)[CH2:56]1)C1C=CC=CC=1.Cl[CH2:93][C:94]([O:96]C)=[O:95], predict the reaction product. The product is: [C:72]([NH:71][CH2:70][CH2:69][C:68]1[CH:75]=[CH:76][CH:77]=[CH:78][C:67]=1[CH2:66][C:65]1[CH:79]=[CH:80][CH:81]=[CH:82][C:64]=1[CH2:63][CH2:62][C:61]([N:58]1[CH2:59][CH2:60][NH:55][CH2:56][C@H:57]1[CH2:84][C:85]1[CH:90]=[CH:89][C:88]([O:91][CH2:93][C:94]([OH:96])=[O:95])=[CH:87][CH:86]=1)=[O:83])(=[O:74])[CH3:73]. (5) Given the reactants [N:1]1[N:2]2[CH:10]=[CH:9][CH:8]=[C:3]2[C:4](=[O:7])[NH:5][CH:6]=1.[O:11]1[C:13]2([CH2:18][CH2:17][N:16]([C:19]([O:21][C:22]([CH3:25])([CH3:24])[CH3:23])=[O:20])[CH2:15][CH2:14]2)[CH2:12]1.C(=O)([O-])[O-].[Cs+].[Cs+], predict the reaction product. The product is: [OH:11][C:13]1([CH2:12][N:5]2[C:4](=[O:7])[C:3]3=[CH:8][CH:9]=[CH:10][N:2]3[N:1]=[CH:6]2)[CH2:14][CH2:15][N:16]([C:19]([O:21][C:22]([CH3:25])([CH3:24])[CH3:23])=[O:20])[CH2:17][CH2:18]1.